Dataset: Forward reaction prediction with 1.9M reactions from USPTO patents (1976-2016). Task: Predict the product of the given reaction. Given the reactants O.[NH2:2][C@H:3]([C:9]([O-:11])=O)[CH2:4][CH2:5][C:6]([O-:8])=[O:7].[Na+].[Na+].[OH-].[Na+].[CH2:16]([CH:18]([CH2:22][CH2:23][CH2:24][CH3:25])[C:19](Cl)=[O:20])[CH3:17].S(=O)(=O)(O)O.[CH2:31]([NH2:35])[CH2:32][CH2:33][CH3:34], predict the reaction product. The product is: [CH2:31]([N:35]([CH2:9][CH2:3][CH2:4][CH3:5])[C:9](=[O:11])[C@H:3]([CH2:4][CH2:5][C:6]([OH:8])=[O:7])[NH:2][C:19](=[O:20])[CH:18]([CH2:16][CH3:17])[CH2:22][CH2:23][CH2:24][CH3:25])[CH2:32][CH2:33][CH3:34].